The task is: Predict which catalyst facilitates the given reaction.. This data is from Catalyst prediction with 721,799 reactions and 888 catalyst types from USPTO. (1) Reactant: [Cl:1][C:2]1[C:7]([CH:8]=O)=[C:6](Cl)[CH:5]=[CH:4][N:3]=1.O.[NH2:12][NH2:13]. Product: [Cl:1][C:2]1[C:7]2[CH:8]=[N:12][NH:13][C:6]=2[CH:5]=[CH:4][N:3]=1. The catalyst class is: 57. (2) Reactant: [CH3:1][N:2]1[CH2:7][CH2:6][CH:5]([C:8]2[CH:13]=[CH:12][C:11]([NH:14]C(=O)C)=[C:10]([N+:18]([O-:20])=[O:19])[CH:9]=2)[CH2:4][CH2:3]1.[OH-].[K+]. Product: [CH3:1][N:2]1[CH2:7][CH2:6][CH:5]([C:8]2[CH:13]=[CH:12][C:11]([NH2:14])=[C:10]([N+:18]([O-:20])=[O:19])[CH:9]=2)[CH2:4][CH2:3]1. The catalyst class is: 5.